This data is from Forward reaction prediction with 1.9M reactions from USPTO patents (1976-2016). The task is: Predict the product of the given reaction. (1) Given the reactants [F:1][C:2]1[CH:11]=[CH:10][C:9]([F:12])=[C:8]2[C:3]=1[C:4](=O)[NH:5][C:6]([CH3:13])=[N:7]2.P(Cl)(Cl)(Cl)(Cl)Cl.C([O-])(O)=O.[Na+], predict the reaction product. The product is: [F:1][C:2]1[CH:11]=[CH:10][C:9]([F:12])=[C:8]2[C:3]=1[CH:4]=[N:5][C:6]([CH3:13])=[N:7]2. (2) Given the reactants BrC1C=[C:4]2[C:9](=[CH:10]C=1)[CH:8]=[C:7]([C:12]([O:14][CH3:15])=[O:13])[CH:6]=[CH:5]2.[CH3:16][CH2:17]N(CC)CC.[CH:23]#[C:24][CH2:25][CH2:26][CH2:27][CH2:28][CH2:29][CH3:30].Cl.[CH2:32](Cl)Cl, predict the reaction product. The product is: [C:24]([C:23]1[CH:10]=[C:9]2[C:8](=[CH:16][CH:17]=1)[C:7]([C:12]([O:14][CH3:15])=[O:13])=[CH:6][CH:5]=[CH:4]2)#[C:25][CH2:26][CH2:27][CH2:28][CH2:29][CH2:30][CH3:32].